This data is from Full USPTO retrosynthesis dataset with 1.9M reactions from patents (1976-2016). The task is: Predict the reactants needed to synthesize the given product. (1) Given the product [F:36][C:37]1[CH:38]=[C:39]2[C:43](=[CH:44][CH:45]=1)[N:42]([CH2:46][C:47]([O:49][C:50]([CH3:53])([CH3:52])[CH3:51])=[O:48])[C:41]([CH3:54])=[C:40]2[C:55]1[C:64]2[C:59](=[CH:60][CH:61]=[CH:62][CH:63]=2)[C:58](=[O:65])[N:57]([CH2:73][CH2:74][C:75]([OH:77])([CH3:78])[CH3:76])[N:56]=1, predict the reactants needed to synthesize it. The reactants are: ClC1C=CC(CN2C(=O)C3C(=CC=CC=3)C(C3C4C(=CC=C(F)C=4)N(CC(O)=O)C=3C)=N2)=CC=1F.[F:36][C:37]1[CH:38]=[C:39]2[C:43](=[CH:44][CH:45]=1)[N:42]([CH2:46][C:47]([O:49][C:50]([CH3:53])([CH3:52])[CH3:51])=[O:48])[C:41]([CH3:54])=[C:40]2[C:55]1[C:64]2[C:59](=[CH:60][CH:61]=[CH:62][CH:63]=2)[C:58]([OH:65])=[N:57][N:56]=1.C(=O)([O-])[O-].[Cs+].[Cs+].Br[CH2:73][CH2:74][C:75]([CH3:78])([OH:77])[CH3:76]. (2) Given the product [Br:40][C:41]1[CH:46]=[CH:45][C:44]([C:47]([N:50]2[CH2:55][CH2:54][C:53]3([CH2:67][CH2:66][C:58](=[O:59])[CH2:57][CH2:56]3)[O:52][C:51]2=[O:68])([CH3:49])[CH3:48])=[CH:43][CH:42]=1, predict the reactants needed to synthesize it. The reactants are: BrC1C=CC(C(NCCC2(O)CCC3(OCC(C)(C)CO3)CC2)(C)C)=CC=1.ClC(Cl)(OC(=O)OC(Cl)(Cl)Cl)Cl.[Br:40][C:41]1[CH:46]=[CH:45][C:44]([C:47]([N:50]2[CH2:55][CH2:54][C:53]3([CH2:67][CH2:66][C:58]4(OCC(C)(C)C[O:59]4)[CH2:57][CH2:56]3)[O:52][C:51]2=[O:68])([CH3:49])[CH3:48])=[CH:43][CH:42]=1. (3) The reactants are: Br[CH2:2][C:3]1[CH:24]=[CH:23][C:6]([C:7]([NH:9][C:10]2[CH:15]=[CH:14][C:13]([Cl:16])=[C:12]([C:17]3[CH:22]=[CH:21][CH:20]=[CH:19][N:18]=3)[CH:11]=2)=[O:8])=[CH:5][CH:4]=1.[NH:25]1[CH2:30][CH2:29][CH2:28][CH2:27][CH2:26]1. Given the product [Cl:16][C:13]1[CH:14]=[CH:15][C:10]([NH:9][C:7](=[O:8])[C:6]2[CH:23]=[CH:24][C:3]([CH2:2][N:25]3[CH2:30][CH2:29][CH2:28][CH2:27][CH2:26]3)=[CH:4][CH:5]=2)=[CH:11][C:12]=1[C:17]1[CH:22]=[CH:21][CH:20]=[CH:19][N:18]=1, predict the reactants needed to synthesize it.